Dataset: Peptide-MHC class I binding affinity with 185,985 pairs from IEDB/IMGT. Task: Regression. Given a peptide amino acid sequence and an MHC pseudo amino acid sequence, predict their binding affinity value. This is MHC class I binding data. The peptide sequence is RAVEPGTVL. The MHC is HLA-A30:01 with pseudo-sequence HLA-A30:01. The binding affinity (normalized) is 0.0847.